This data is from Full USPTO retrosynthesis dataset with 1.9M reactions from patents (1976-2016). The task is: Predict the reactants needed to synthesize the given product. (1) Given the product [NH2:15][C:16]1[C:25]([O:26][CH3:27])=[CH:24][C:19]([C:20]([O:22][CH3:23])=[O:21])=[C:18]([Cl:28])[C:17]=1[C:29]#[CH:30], predict the reactants needed to synthesize it. The reactants are: NC1C=CC(C(OC)=O)=C(Cl)C=1C#C.[NH2:15][C:16]1[C:25]([O:26][CH3:27])=[CH:24][C:19]([C:20]([O:22][CH3:23])=[O:21])=[C:18]([Cl:28])[C:17]=1[C:29]#[C:30][Si](C)(C)C. (2) Given the product [CH3:1][O:2][C@H:3]1[CH2:8][CH2:7][CH2:6][C@@H:5]([NH:9][C:10]2[C:15]([C:16]([NH2:18])=[O:17])=[CH:14][N:13]=[C:12]([S:32]([CH3:21])(=[O:36])=[O:34])[N:11]=2)[CH2:4]1, predict the reactants needed to synthesize it. The reactants are: [CH3:1][O:2][C@H:3]1[CH2:8][CH2:7][CH2:6][C@@H:5]([NH:9][C:10]2[C:15]([C:16]([NH2:18])=[O:17])=[CH:14][N:13]=[C:12](SC)[N:11]=2)[CH2:4]1.[CH:21]1C=C(Cl)C=C(C(OO)=O)C=1.[S:32]([O-:36])([O-])(=[O:34])=S.[Na+].[Na+]. (3) Given the product [Cl:21][C:22]1[N:23]=[C:24]([N:27]2[CH2:28][CH2:29][O:30][CH2:31][CH2:32]2)[S:25][C:26]=1[C:13]1[N:8]2[N:9]=[C:10]([CH3:12])[CH:11]=[C:6]([CH:3]([CH2:4][CH3:5])[CH2:1][CH3:2])[C:7]2=[N:15][C:14]=1[C:16]([F:19])([F:18])[F:17], predict the reactants needed to synthesize it. The reactants are: [CH2:1]([CH:3]([C:6]1[C:7]2[N:8]([C:13](I)=[C:14]([C:16]([F:19])([F:18])[F:17])[N:15]=2)[N:9]=[C:10]([CH3:12])[CH:11]=1)[CH2:4][CH3:5])[CH3:2].[Cl:21][C:22]1[N:23]=[C:24]([N:27]2[CH2:32][CH2:31][O:30][CH2:29][CH2:28]2)[S:25][CH:26]=1.C([O-])([O-])=O.[Cs+].[Cs+].C1C=CC(P(C2C=CC=CC=2)C2C=CC=CC=2)=CC=1. (4) Given the product [Cl:1][C:2]1[CH:7]=[CH:6][C:5]([C:8]2[CH:12]=[C:11]([CH2:13][CH2:14][CH2:15][N:27]3[CH2:28][CH2:29][N:24]([CH2:17][C:18]4[CH:19]=[CH:20][CH:21]=[CH:22][CH:23]=4)[CH2:25][CH2:26]3)[O:10][N:9]=2)=[CH:4][CH:3]=1, predict the reactants needed to synthesize it. The reactants are: [Cl:1][C:2]1[CH:7]=[CH:6][C:5]([C:8]2[CH:12]=[C:11]([CH2:13][CH2:14][CH:15]=O)[O:10][N:9]=2)=[CH:4][CH:3]=1.[CH2:17]([N:24]1[CH2:29][CH2:28][NH:27][CH2:26][CH2:25]1)[C:18]1[CH:23]=[CH:22][CH:21]=[CH:20][CH:19]=1.[BH-](OC(C)=O)(OC(C)=O)OC(C)=O.[Na+].